This data is from Full USPTO retrosynthesis dataset with 1.9M reactions from patents (1976-2016). The task is: Predict the reactants needed to synthesize the given product. (1) Given the product [CH:21]([O:20][C:12]1[CH:11]=[C:10]([CH:15]=[CH:14][C:13]=1[O:16][CH:17]([CH3:19])[CH3:18])[CH2:9][NH:8][C:4]1[CH:5]=[N:6][CH:7]=[C:2]([C:26]2[CH:27]=[CH:28][O:36][CH:25]=2)[CH:3]=1)([CH3:23])[CH3:22], predict the reactants needed to synthesize it. The reactants are: Br[C:2]1[CH:3]=[C:4]([NH:8][CH2:9][C:10]2[CH:15]=[CH:14][C:13]([O:16][CH:17]([CH3:19])[CH3:18])=[C:12]([O:20][CH:21]([CH3:23])[CH3:22])[CH:11]=2)[CH:5]=[N:6][CH:7]=1.N1[CH:28]=[CH:27][C:26](B(O)O)=[CH:25]1.C(#N)C.C(=O)([O-])[O-:36].[Na+].[Na+]. (2) Given the product [Br:28][C:22]1[CH:21]=[C:20]([C:18]2[N:19]=[C:14]([O:13][C:10]3[CH:9]=[CH:8][C:7]([CH2:6][C:5]([OH:32])=[O:4])=[CH:12][CH:11]=3)[C:15]3[CH2:31][CH2:30][CH2:29][C:16]=3[N:17]=2)[CH:25]=[CH:24][C:23]=1[O:26][CH3:27], predict the reactants needed to synthesize it. The reactants are: [OH-].[Na+].C[O:4][C:5](=[O:32])[CH2:6][C:7]1[CH:12]=[CH:11][C:10]([O:13][C:14]2[C:15]3[CH2:31][CH2:30][CH2:29][C:16]=3[N:17]=[C:18]([C:20]3[CH:25]=[CH:24][C:23]([O:26][CH3:27])=[C:22]([Br:28])[CH:21]=3)[N:19]=2)=[CH:9][CH:8]=1.Cl. (3) The reactants are: [C:1]([NH:4][C@@H:5]1[CH2:10][C@H:9]([N:11]([CH:13]([CH3:15])[CH3:14])[CH3:12])[CH2:8][CH2:7][C@@H:6]1[N:16]1[CH2:20][CH2:19][C@H:18]([NH:21]C(=O)OCC2C=CC=CC=2)[C:17]1=[O:32])(=[O:3])[CH3:2].Cl. Given the product [NH2:21][C@H:18]1[CH2:19][CH2:20][N:16]([C@H:6]2[CH2:7][CH2:8][C@@H:9]([N:11]([CH:13]([CH3:15])[CH3:14])[CH3:12])[CH2:10][C@H:5]2[NH:4][C:1](=[O:3])[CH3:2])[C:17]1=[O:32], predict the reactants needed to synthesize it. (4) Given the product [Cl:43][C:36]1[N:37]=[C:38]([O:41][CH3:42])[CH:39]=[C:40]2[C:35]=1[N:34]=[CH:9][CH:8]([C:21]([C:23]1[CH:32]=[CH:31][C:30]3[C:25](=[CH:26][CH:27]=[CH:28][CH:29]=3)[CH:24]=1)=[O:22])[C:7]2=[O:33], predict the reactants needed to synthesize it. The reactants are: COC1C=C2C([C:7](=[O:33])[C:8]([C:21]([C:23]3[CH:32]=[CH:31][C:30]4[C:25](=[CH:26][CH:27]=[CH:28][CH:29]=4)[CH:24]=3)=[O:22])=[CH:9]N2C(CC(C)(C)C)(C)C)=CN=1.[NH2:34][C:35]1[C:36]([Cl:43])=[N:37][C:38]([O:41][CH3:42])=[CH:39][CH:40]=1.